This data is from Reaction yield outcomes from USPTO patents with 853,638 reactions. The task is: Predict the reaction yield, written as a fraction of the theoretical maximum amount of product (1.0 means a 100% yield; for example, 0.34 means a 34% yield). The reactants are Cl[C:2]1[N:11]=[CH:10][C:9]([Cl:12])=[CH:8][C:3]=1[C:4]([O:6][CH3:7])=[O:5].[F:13][C:14]1[CH:15]=[C:16](B(O)O)[CH:17]=[CH:18][CH:19]=1.C(=O)([O-])[O-].[K+].[K+]. The catalyst is O.O1CCOCC1.Cl[Pd](Cl)([P](C1C=CC=CC=1)(C1C=CC=CC=1)C1C=CC=CC=1)[P](C1C=CC=CC=1)(C1C=CC=CC=1)C1C=CC=CC=1. The product is [Cl:12][C:9]1[CH:10]=[N:11][C:2]([C:18]2[CH:17]=[CH:16][CH:15]=[C:14]([F:13])[CH:19]=2)=[C:3]([CH:8]=1)[C:4]([O:6][CH3:7])=[O:5]. The yield is 0.830.